From a dataset of Full USPTO retrosynthesis dataset with 1.9M reactions from patents (1976-2016). Predict the reactants needed to synthesize the given product. (1) Given the product [CH3:17][C:16]([O:15][C:13]([NH:1][CH:2]([CH2:6][C:7]([F:10])([F:9])[F:8])[C:3]([OH:5])=[O:4])=[O:14])([CH3:19])[CH3:18], predict the reactants needed to synthesize it. The reactants are: [NH2:1][CH:2]([CH2:6][C:7]([F:10])([F:9])[F:8])[C:3]([OH:5])=[O:4].[OH-].[Na+].[C:13](O[C:13]([O:15][C:16]([CH3:19])([CH3:18])[CH3:17])=[O:14])([O:15][C:16]([CH3:19])([CH3:18])[CH3:17])=[O:14]. (2) Given the product [O:63]=[C:62]([C:26]1[CH:25]=[CH:24][CH:23]=[CH:22][CH:27]=1)[CH:49]=[N:48][C:44]1[CH:43]=[C:42]([NH:41][C:13]([C:12]2[CH:11]=[CH:10][C:9]([NH:8][C:6](=[O:7])[O:5][C:1]([CH3:2])([CH3:3])[CH3:4])=[CH:17][CH:16]=2)=[O:15])[CH:47]=[CH:46][CH:45]=1, predict the reactants needed to synthesize it. The reactants are: [C:1]([O:5][C:6]([NH:8][C:9]1[CH:17]=[CH:16][C:12]([C:13]([OH:15])=O)=[CH:11][CH:10]=1)=[O:7])([CH3:4])([CH3:3])[CH3:2].C(Cl)CCl.[CH:22]1[CH:23]=[CH:24][C:25]2N(O)N=N[C:26]=2[CH:27]=1.C(N(C(C)C)CC)(C)C.[NH2:41][C:42]1[CH:43]=[C:44]([NH:48][C:49](=O)OCC2C=CC=CC=2)[CH:45]=[CH:46][CH:47]=1.CN([CH:62]=[O:63])C.